Task: Predict the reactants needed to synthesize the given product.. Dataset: Full USPTO retrosynthesis dataset with 1.9M reactions from patents (1976-2016) (1) Given the product [OH:18][CH2:17][C:2]1[N:1]=[C:5]2[CH2:6][N:7]([C:10]([O:12][C:13]([CH3:15])([CH3:14])[CH3:16])=[O:11])[CH2:8][CH2:9][N:4]2[CH:3]=1, predict the reactants needed to synthesize it. The reactants are: [N:1]1[C:2]([C:17](OCC)=[O:18])=[CH:3][N:4]2[CH2:9][CH2:8][N:7]([C:10]([O:12][C:13]([CH3:16])([CH3:15])[CH3:14])=[O:11])[CH2:6][C:5]=12.[H-].[H-].[H-].[H-].[Li+].[Al+3]. (2) Given the product [CH3:25][CH2:24][N:12]([CH:11]([CH3:10])[CH3:28])[CH:13]([CH3:14])[CH3:32].[Cl:1][C:2]1[CH:7]=[C:6]2[NH:8][C:9](=[O:31])[C:10]3([CH:15]([C:16]4[CH:21]=[CH:20][CH:19]=[C:18]([Cl:22])[CH:17]=4)[CH2:35][C:34](=[O:33])[N:12]([CH2:24][CH2:25][CH2:26][N:40]4[CH2:45][CH2:44][CH2:43][CH2:42][CH2:41]4)[CH:11]3[C:28]([CH3:30])=[CH2:29])[C:5]2=[CH:4][CH:3]=1, predict the reactants needed to synthesize it. The reactants are: [Cl:1][C:2]1[CH:7]=[C:6]2[NH:8][C:9](=[O:31])[C@:10]3([C@H:15]([C:16]4[CH:21]=[CH:20][CH:19]=[C:18]([Cl:22])[CH:17]=4)[CH2:14][C:13](=O)[N:12]([CH2:24][CH2:25][CH2:26]Cl)[C@@H:11]3[C:28]([CH3:30])=[CH2:29])[C:5]2=[CH:4][CH:3]=1.[CH3:32][O:33][CH:34]([Si](C)(C)C)[CH3:35].[NH:40]1[CH2:45][CH2:44][CH2:43][CH2:42][CH2:41]1.FC(F)(F)C(O)=O. (3) The reactants are: [C:1]([NH:4][C@H:5]([C:10]([NH:12][C@@H:13]1[CH:21]2[C:22](=[O:29])[CH2:23][C@H:24]([C:26]([OH:28])=O)[CH2:25][N:19]3[C:20]2=[C:16]([CH:17]=[CH:18]3)[CH2:15][CH2:14]1)=[O:11])[C@H:6]([CH2:8][CH3:9])[CH3:7])(=[O:3])[CH3:2].[NH:30]1[CH:34]=[C:33]([CH2:35][NH2:36])[N:32]=[N:31]1. Given the product [C:1]([NH:4][C@H:5]([C:10]([NH:12][C@@H:13]1[CH:21]2[C:22](=[O:29])[CH2:23][C@H:24]([C:26]([NH:36][CH2:35][C:33]3[N:32]=[N:31][NH:30][CH:34]=3)=[O:28])[CH2:25][N:19]3[C:20]2=[C:16]([CH:17]=[CH:18]3)[CH2:15][CH2:14]1)=[O:11])[C@H:6]([CH2:8][CH3:9])[CH3:7])(=[O:3])[CH3:2], predict the reactants needed to synthesize it. (4) The reactants are: O1[C@H](CO)[C@@H](O)[C@H](O)C=C1.C([O:18][C@@H:19]1[C@@H:24]([O:25]CC2C=CC=CC=2)[C@H:23]([O:33]CC2C=CC=CC=2)[C@@H:22]([CH2:41][O:42]CC2C=CC=CC=2)[O:21][C@H:20]1[C:50]1[CH:55]=[CH:54][C:53]([Cl:56])=[C:52]([CH2:57][C:58]2[S:59][C:60]([C:63]3[N:68]=[CH:67][CH:66]=[CH:65][N:64]=3)=[CH:61][CH:62]=2)[CH:51]=1)C1C=CC=CC=1.B(F)(F)F.C(=O)([O-])O.[Na+].S([O-])([O-])(=O)=S.[Na+].[Na+]. Given the product [C@@H:20]1([C:50]2[CH:55]=[CH:54][C:53]([Cl:56])=[C:52]([CH2:57][C:58]3[S:59][C:60]([C:63]4[N:64]=[CH:65][CH:66]=[CH:67][N:68]=4)=[CH:61][CH:62]=3)[CH:51]=2)[O:21][C@H:22]([CH2:41][OH:42])[C@@H:23]([OH:33])[C@H:24]([OH:25])[C@H:19]1[OH:18], predict the reactants needed to synthesize it. (5) Given the product [C:24]([N:21]1[C:22]2[C:18](=[CH:17][CH:16]=[C:15]([N:14]([CH:11]3[CH2:12][CH2:13][N:8]([CH2:1][C:2]4[CH:3]=[CH:4][CH:5]=[CH:6][CH:7]=4)[CH2:9][CH2:10]3)[S:35](/[CH:34]=[CH:33]/[C:27]3[CH:32]=[CH:31][CH:30]=[CH:29][CH:28]=3)(=[O:37])=[O:36])[CH:23]=2)[CH2:19][CH2:20]1)(=[O:26])[CH3:25], predict the reactants needed to synthesize it. The reactants are: [CH2:1]([N:8]1[CH2:13][CH2:12][CH:11]([NH:14][C:15]2[CH:23]=[C:22]3[C:18]([CH2:19][CH2:20][N:21]3[C:24](=[O:26])[CH3:25])=[CH:17][CH:16]=2)[CH2:10][CH2:9]1)[C:2]1[CH:7]=[CH:6][CH:5]=[CH:4][CH:3]=1.[C:27]1([CH:33]=[CH:34][S:35](Cl)(=[O:37])=[O:36])[CH:32]=[CH:31][CH:30]=[CH:29][CH:28]=1. (6) Given the product [CH3:29][C:27]1[C:28]([O:14][C:11]2[CH:10]=[C:9]([C:8]([F:16])([F:15])[F:7])[S:13][CH:12]=2)=[N:24][N:25]([C:30]2[CH:31]=[CH:32][C:33]([C:36]([F:38])([F:37])[F:39])=[CH:34][CH:35]=2)[N:26]=1, predict the reactants needed to synthesize it. The reactants are: CC(C)([O-])C.[K+].[F:7][C:8]([F:16])([F:15])[C:9]1[S:13][CH2:12][C:11](=[O:14])[CH:10]=1.F[B-](F)(F)F.CO[N+:24]1[N:25]([C:30]2[CH:35]=[CH:34][C:33]([C:36]([F:39])([F:38])[F:37])=[CH:32][CH:31]=2)[N:26]=[C:27]([CH3:29])[CH:28]=1.